Dataset: Catalyst prediction with 721,799 reactions and 888 catalyst types from USPTO. Task: Predict which catalyst facilitates the given reaction. Reactant: [CH3:1][O:2][C:3]1[CH:8]=[CH:7][C:6]([CH:9]2[S:15][CH:14]3[C:16](=[O:19])[N:17]([CH3:18])[C:11]([CH2:22][C:23]4[CH:28]=[CH:27][CH:26]=[CH:25][CH:24]=4)([C:12](=[O:21])[N:13]3[CH3:20])[S:10]2)=[CH:5][CH:4]=1.Cl[CH2:30][O:31][C:32]1C=CC=CC=1.C([Li])CCC.[CH3:43][CH2:44][CH2:45][CH2:46][CH2:47][CH3:48].[Na+].[Cl-]. Product: [CH3:1][O:2][C:3]1[CH:4]=[CH:5][C:6]([CH:9]2[S:10][C:11]3([CH2:22][C:23]4[CH:28]=[CH:27][CH:26]=[CH:25][CH:24]=4)[C:12](=[O:21])[N:13]([CH3:20])[C:14]([CH2:30][O:31][CH2:32][C:45]4[CH:44]=[CH:43][CH:48]=[CH:47][CH:46]=4)([C:16](=[O:19])[N:17]3[CH3:18])[S:15]2)=[CH:7][CH:8]=1. The catalyst class is: 1.